From a dataset of Catalyst prediction with 721,799 reactions and 888 catalyst types from USPTO. Predict which catalyst facilitates the given reaction. (1) Reactant: [P:1]([O-:5])([O-:4])([O-:3])=O.[OH-].[Na+].CCCCCCCC/C=C\CCCCCCCC(OC[C@@H](OC(CCCCCCC/C=C\CCCCCCCC)=O)CO[P:32]([O:35]CC[N+](C)(C)C)([O-:34])=[O:33])=O.CCCCCCCCCCCCCCCC[CH2:78][C:79](OCC(OC(CCCCCCCCCCCCCCCCC)=O)COP(OCC(O)CO)(O)=O)=[O:80].CCCCCCCCCCCCCCCC(OC[C@@H](OC(CCCCCCC/C=C\CCCCCCCC)=O)COP(OCC[N+](C)(C)C)([O-])=O)=O. Product: [CH3:78][C:79]([P:32]([OH:34])([OH:35])=[O:33])([P:1]([OH:5])([OH:4])=[O:3])[OH:80]. The catalyst class is: 8. (2) Reactant: [NH2:1][C:2]1[N:7]=[C:6](OS(C(F)(F)F)(=O)=O)[C:5]([N+:16]([O-:18])=[O:17])=[C:4]([C:19]2[O:20][CH:21]=[CH:22][CH:23]=2)[N:3]=1.[C:24]1([CH2:30][CH2:31][CH2:32][NH2:33])[CH:29]=[CH:28][CH:27]=[CH:26][CH:25]=1. Product: [O:20]1[CH:21]=[CH:22][CH:23]=[C:19]1[C:4]1[N:3]=[C:2]([NH2:1])[N:7]=[C:6]([NH:33][CH2:32][CH2:31][CH2:30][C:24]2[CH:29]=[CH:28][CH:27]=[CH:26][CH:25]=2)[C:5]=1[N+:16]([O-:18])=[O:17]. The catalyst class is: 57. (3) Product: [C:1]([OH:10])(=[O:18])[CH:9]([CH:20]([C:19]([OH:22])=[O:21])[OH:17])[OH:16]. The catalyst class is: 5. Reactant: [C:1]1(=[O:10])[C:9]2C(=CC=CC=2)CC1.Cl.C(N)C#C.[OH2:16].[OH2:17].[OH2:18].[C:19]([O-:22])(=[O:21])[CH3:20].[Na+].C([BH3-])#N.[Na+]. (4) Reactant: N[C:2]1[CH:7]=[CH:6][CH:5]=[CH:4][C:3]=1[S:8][C:9]1C=CC2C3=[C:24]4[C:25]5[C:16]([C:17](=[O:42])[N:18]([C:30]6[C:35]([CH:36]([CH3:38])[CH3:37])=[CH:34][CH:33]=[CH:32][C:31]=6[CH:39]([CH3:41])[CH3:40])C(=O)C=5C=C3)=[CH:15][CH:14]=[C:13]4[C:12]3=[CH:43][CH:44]=[CH:45][C:10]=1[C:11]=23.N([O-])=O.[Na+].CC([O:70][CH2:69][C:62]1[C:61]2[C:60](=[CH:59][CH:58]=[CH:57][CH:56]=2)[C:62]([CH2:69][O:70]C(C)=O)=[C:61]2[C:56]=1[CH:57]=[CH:58][CH:59]=[CH:60]2)=O. Product: [CH:36]([C:35]1[CH:34]=[CH:33][CH:32]=[C:31]([CH:39]([CH3:40])[CH3:41])[C:30]=1[N:18]1[C:69](=[O:70])[C:62]2[CH:61]=[CH:60][C:59]3[C:58]4[CH:57]=[CH:56][C:9]5[S:8][C:3]6[C:4](=[CH:5][CH:6]=[CH:7][CH:2]=6)[C:45]6=[CH:44][CH:43]=[C:12]([C:13]7[C:14]=3[C:15]=2[C:16](=[CH:25][CH:24]=7)[C:17]1=[O:42])[C:11]=4[C:10]=56)([CH3:38])[CH3:37]. The catalyst class is: 6. (5) Reactant: [C:1]1([C:7]2[C:8]3[CH:15]=[CH:14][NH:13][C:9]=3[N:10]=[CH:11][N:12]=2)[CH:6]=[CH:5][CH:4]=[CH:3][CH:2]=1.C1C(=O)N([I:23])C(=O)C1. Product: [I:23][C:15]1[C:8]2[C:7]([C:1]3[CH:2]=[CH:3][CH:4]=[CH:5][CH:6]=3)=[N:12][CH:11]=[N:10][C:9]=2[NH:13][CH:14]=1. The catalyst class is: 3. (6) Reactant: [Br:1]N1C(=O)CCC1=O.C(OOC(=O)C1C=CC=CC=1)(=O)C1C=CC=CC=1.[CH3:27][O:28][C:29](=[O:41])[C:30]1[C:31](=[CH:36][C:37]([CH3:40])=[CH:38][CH:39]=1)[C:32]([O:34][CH3:35])=[O:33]. Product: [CH3:27][O:28][C:29](=[O:41])[C:30]1[C:31](=[CH:36][C:37]([CH2:40][Br:1])=[CH:38][CH:39]=1)[C:32]([O:34][CH3:35])=[O:33]. The catalyst class is: 53. (7) Reactant: [H-].[Na+].[F:3][C:4]1[CH:13]=[CH:12][CH:11]=[C:10]2[C:5]=1[NH:6][CH2:7][C:8](=[O:14])[NH:9]2.C(OC(=O)[NH:21][CH2:22][CH2:23][CH2:24]Br)(C)(C)C.[I-].[Na+]. Product: [NH2:21][CH2:22][CH2:23][CH2:24][N:9]1[C:10]2[C:5](=[C:4]([F:3])[CH:13]=[CH:12][CH:11]=2)[NH:6][CH2:7][C:8]1=[O:14]. The catalyst class is: 163. (8) Reactant: [Cl:1][C:2]1[CH:3]=[C:4]([CH:7]=[CH:8][C:9]=1[OH:10])[CH:5]=[O:6].N1C=CC=CC=1.[C:17](OC(=O)C)(=[O:19])[CH3:18]. Product: [C:17]([O:10][C:9]1[CH:8]=[CH:7][C:4]([CH:5]=[O:6])=[CH:3][C:2]=1[Cl:1])(=[O:19])[CH3:18]. The catalyst class is: 4.